Dataset: Full USPTO retrosynthesis dataset with 1.9M reactions from patents (1976-2016). Task: Predict the reactants needed to synthesize the given product. (1) Given the product [ClH:33].[CH3:1][C:2]1[N:7]=[C:6]([C:8]([N:10]2[C@H:16]([CH2:17][O:18][C:19]3[CH:24]=[CH:23][C:22]([C:25]([F:28])([F:27])[F:26])=[CH:21][N:20]=3)[CH2:15][C@@H:14]3[C@@H:12]([CH2:13]3)[CH2:11]2)=[O:9])[C:5]([O:29][CH2:30][CH2:31][CH3:32])=[CH:4][CH:3]=1, predict the reactants needed to synthesize it. The reactants are: [CH3:1][C:2]1[N:7]=[C:6]([C:8]([N:10]2[C@H:16]([CH2:17][O:18][C:19]3[CH:24]=[CH:23][C:22]([C:25]([F:28])([F:27])[F:26])=[CH:21][N:20]=3)[CH2:15][C@@H:14]3[C@@H:12]([CH2:13]3)[CH2:11]2)=[O:9])[C:5]([O:29][CH2:30][CH2:31][CH3:32])=[CH:4][CH:3]=1.[ClH:33].CCOCC. (2) Given the product [F:9][C:10]([F:21])([F:20])[C:11]([O-:13])=[O:12].[CH3:2][N+:3]1[CH:7]=[CH:6][N:5]([CH3:8])[CH:4]=1, predict the reactants needed to synthesize it. The reactants are: [Cl-].[CH3:2][N+:3]1[CH:7]=[CH:6][N:5]([CH3:8])[CH:4]=1.[F:9][C:10]([F:21])([F:20])[C:11]([O:13]C(=O)C(F)(F)F)=[O:12]. (3) The reactants are: [NH2:1][C:2]1[N:10]=[CH:9][C:8]([Br:11])=[CH:7][C:3]=1[C:4](O)=[O:5].CCN=C=NCCCN(C)C.Cl.C1C=CC2N(O)N=NC=2C=1.C(N(C(C)C)CC)(C)C.Cl.[CH3:44][O:45][NH:46][CH3:47]. Given the product [NH2:1][C:2]1[N:10]=[CH:9][C:8]([Br:11])=[CH:7][C:3]=1[C:4]([N:46]([O:45][CH3:44])[CH3:47])=[O:5], predict the reactants needed to synthesize it. (4) Given the product [OH:2][C:3]1[CH:11]=[CH:10][C:6]([C:7]([OH:9])=[O:8])=[C:5]([CH3:12])[CH:4]=1, predict the reactants needed to synthesize it. The reactants are: C[O:2][C:3]1[CH:11]=[CH:10][C:6]([C:7]([OH:9])=[O:8])=[C:5]([CH3:12])[CH:4]=1.C(Cl)Cl.B(Br)(Br)Br. (5) Given the product [Br:27][C:24]1[CH:25]=[CH:26][C:21]([C@@H:20]([C@@H:28]2[CH2:29][CH2:30][C:31]([CH3:40])([CH3:41])[N:32]2[C:33]([O:35][C:36]([CH3:38])([CH3:39])[CH3:37])=[O:34])[C:19]([OH:43])=[O:42])=[CH:22][CH:23]=1, predict the reactants needed to synthesize it. The reactants are: OO.O[Li].O.C([C@@H]1COC(=O)N1[C:19](=[O:42])[C@H:20]([C@H:28]1[N:32]([C:33]([O:35][C:36]([CH3:39])([CH3:38])[CH3:37])=[O:34])[C:31]([CH3:41])([CH3:40])[CH2:30][CH2:29]1)[C:21]1[CH:26]=[CH:25][C:24]([Br:27])=[CH:23][CH:22]=1)C1C=CC=CC=1.[O-:43]S([O-])=O.[Na+].[Na+]. (6) Given the product [CH3:42][C:26]1[C:27]([C:29]([N:31]2[CH2:36][CH2:35][CH:34]([N:37]3[CH2:41][CH2:40][CH2:39][CH2:38]3)[CH2:33][CH2:32]2)=[O:30])=[N:28][C:23]([C:60]2[N:64]([CH3:65])[N:63]=[CH:62][CH:61]=2)=[C:24]([C:43]2[CH:48]=[CH:47][CH:46]=[C:45]([C:49]([F:52])([F:51])[F:50])[CH:44]=2)[CH:25]=1, predict the reactants needed to synthesize it. The reactants are: COC(C1C(C)=CC(C2C=CC=C(C(F)(F)F)C=2)=CN=1)=O.Cl[C:23]1[N:28]=[C:27]([C:29]([N:31]2[CH2:36][CH2:35][CH:34]([N:37]3[CH2:41][CH2:40][CH2:39][CH2:38]3)[CH2:33][CH2:32]2)=[O:30])[C:26]([CH3:42])=[CH:25][C:24]=1[C:43]1[CH:48]=[CH:47][CH:46]=[C:45]([C:49]([F:52])([F:51])[F:50])[CH:44]=1.CC1(C)COB([C:60]2[N:64]([CH3:65])[N:63]=[CH:62][CH:61]=2)OC1. (7) Given the product [CH3:1][N:2]([CH3:21])[S:3]([C:6]1[C:7]([C:27]#[C:26][Si:23]([CH3:25])([CH3:24])[CH3:22])=[CH:8][C:9]([O:17][CH2:18][CH3:19])=[C:10]([CH:16]=1)[C:11]([O:13][CH2:14][CH3:15])=[O:12])(=[O:5])=[O:4], predict the reactants needed to synthesize it. The reactants are: [CH3:1][N:2]([CH3:21])[S:3]([C:6]1[C:7](I)=[CH:8][C:9]([O:17][CH2:18][CH3:19])=[C:10]([CH:16]=1)[C:11]([O:13][CH2:14][CH3:15])=[O:12])(=[O:5])=[O:4].[CH3:22][Si:23]([C:26]#[CH:27])([CH3:25])[CH3:24].